Dataset: Full USPTO retrosynthesis dataset with 1.9M reactions from patents (1976-2016). Task: Predict the reactants needed to synthesize the given product. (1) Given the product [NH:12]1[C:20]2[C:15](=[CH:16][CH:17]=[CH:18][CH:19]=2)[C:14]([C:21]([NH:23][C:24]2[CH:29]=[CH:28][CH:27]=[C:26]([C:30]([CH:32]3[CH2:37][CH2:36][N:35]([CH3:38])[CH2:34][CH2:33]3)=[O:31])[N:25]=2)=[O:22])=[CH:13]1, predict the reactants needed to synthesize it. The reactants are: [Cl-].[Cl-].[Cl-].[Al+3].C([N:12]1[C:20]2[C:15](=[CH:16][CH:17]=[CH:18][CH:19]=2)[C:14]([C:21]([NH:23][C:24]2[CH:29]=[CH:28][CH:27]=[C:26]([C:30]([CH:32]3[CH2:37][CH2:36][N:35]([CH3:38])[CH2:34][CH2:33]3)=[O:31])[N:25]=2)=[O:22])=[CH:13]1)C1C=CC=CC=1. (2) Given the product [F:45][C:30]([F:29])([F:44])[C:31]([F:42])([F:43])[C:32]([F:40])([F:41])[C:33]([F:38])([F:39])[S:34]([O-:37])(=[O:36])=[O:35].[C:50]1([CH3:51])[CH:52]=[CH:33][C:32]([S+:6]2[C:7]3[C:12](=[CH:11][CH:10]=[CH:9][CH:8]=3)[S:13][C:14]3[CH:1]=[CH:2][CH:3]=[CH:4][C:5]2=3)=[CH:31][CH:30]=1, predict the reactants needed to synthesize it. The reactants are: [CH:1]1[C:14]2[S:13][C:12]3[C:7](=[CH:8][CH:9]=[CH:10][CH:11]=3)[S:6](=O)[C:5]=2[CH:4]=[CH:3][CH:2]=1.FC(F)(F)C(OC(=O)C(F)(F)F)=O.[F:29][C:30]([F:45])([F:44])[C:31]([F:43])([F:42])[C:32]([F:41])([F:40])[C:33]([F:39])([F:38])[S:34]([OH:37])(=[O:36])=[O:35].C(O[CH:50]([CH3:52])[CH3:51])(C)C.